This data is from Full USPTO retrosynthesis dataset with 1.9M reactions from patents (1976-2016). The task is: Predict the reactants needed to synthesize the given product. (1) Given the product [Cl:78][C:55]1[CH:54]=[C:53]([C@H:51]([NH:52][C:26]([N:28]2[CH2:37][CH2:36][C:35]3[CH:34]=[N:33][C:32]([NH:38][CH:39]([CH3:41])[CH3:40])=[N:31][C:30]=3[CH2:29]2)=[O:27])[CH2:50][OH:49])[CH:58]=[CH:57][C:56]=1[Cl:59], predict the reactants needed to synthesize it. The reactants are: FC1C=C([C@H](N[C:26]([N:28]2[CH2:37][CH2:36][C:35]3[CH:34]=[N:33][C:32]([NH:38][CH:39]([CH3:41])[CH3:40])=[N:31][C:30]=3[CH2:29]2)=[O:27])[C@H]2CCCN2C(OC(C)(C)C)=O)C=CC=1C(F)(F)F.[Si]([O:49][CH2:50][C@H:51]([C:53]1[CH:58]=[CH:57][C:56]([Cl:59])=[C:55](F)[CH:54]=1)[NH2:52])(C(C)(C)C)(C)C.[Si](OCC(C1C=CC([Cl:78])=C(F)C=1)=O)(C(C)(C)C)(C)C.O1CCC(NC2N=CC3CCN(C(OC(C)(C)C)=O)CC=3N=2)CC1. (2) Given the product [OH:23][C:16]1([C:6]2[CH:7]=[CH:8][C:3]([O:2][CH3:1])=[CH:4][CH:5]=2)[C:15]2[C:19](=[CH:20][CH:21]=[C:13]([O:12][CH3:11])[CH:14]=2)[NH:18][C:17]1=[O:22], predict the reactants needed to synthesize it. The reactants are: [CH3:1][O:2][C:3]1[CH:8]=[CH:7][C:6]([Mg]Br)=[CH:5][CH:4]=1.[CH3:11][O:12][C:13]1[CH:14]=[C:15]2[C:19](=[CH:20][CH:21]=1)[NH:18][C:17](=[O:22])[C:16]2=[O:23]. (3) The reactants are: Cl[C:2]1[C:3]2[C:4](=[CH:13][N:14](CC3C=CC(OC)=CC=3)[N:15]=2)[N:5]=[C:6]([C:8]2[O:9][CH:10]=[CH:11][N:12]=2)[N:7]=1.[CH3:25][N:26]1[CH2:31][CH2:30][N:29]([C:32]2[CH:38]=[CH:37][C:35]([NH2:36])=[CH:34][CH:33]=2)[CH2:28][CH2:27]1.Cl. Given the product [CH3:25][N:26]1[CH2:27][CH2:28][N:29]([C:32]2[CH:38]=[CH:37][C:35]([NH:36][C:2]3[C:3]4[NH:15][N:14]=[CH:13][C:4]=4[N:5]=[C:6]([C:8]4[O:9][CH:10]=[CH:11][N:12]=4)[N:7]=3)=[CH:34][CH:33]=2)[CH2:30][CH2:31]1, predict the reactants needed to synthesize it.